Dataset: Forward reaction prediction with 1.9M reactions from USPTO patents (1976-2016). Task: Predict the product of the given reaction. (1) Given the reactants C(=O)([O-])[O-].[K+].[K+].Cl[C:8]1[N:13]=[C:12]([S:14][C:15]#[N:16])[C:11]([N+:17]([O-:19])=[O:18])=[CH:10][N:9]=1.[F:20][C:21]1[CH:26]=[CH:25][C:24]([NH:27][C:28](=[O:34])[O:29][C:30]([CH3:33])([CH3:32])[CH3:31])=[C:23]([N+:35]([O-])=O)[CH:22]=1, predict the reaction product. The product is: [F:20][C:21]1[CH:26]=[CH:25][C:24]([NH:27][C:28](=[O:34])[O:29][C:30]([CH3:31])([CH3:33])[CH3:32])=[C:23]([NH:35][C:8]2[N:13]=[C:12]([S:14][C:15]#[N:16])[C:11]([N+:17]([O-:19])=[O:18])=[CH:10][N:9]=2)[CH:22]=1. (2) Given the reactants [C:1]([C:3]1[CH:4]=[C:5]([CH:9]([CH3:31])[C:10]([NH:12][CH2:13][C:14]2[C:15]([C:24]3[CH:25]=[C:26]([CH3:30])[CH:27]=[CH:28][CH:29]=3)=[N:16][C:17]([C:20]([F:23])([F:22])[F:21])=[CH:18][CH:19]=2)=[O:11])[CH:6]=[CH:7][CH:8]=1)#[N:2].[BH4-].[Na+], predict the reaction product. The product is: [NH2:2][CH2:1][C:3]1[CH:4]=[C:5]([CH:9]([CH3:31])[C:10]([NH:12][CH2:13][C:14]2[C:15]([C:24]3[CH:25]=[C:26]([CH3:30])[CH:27]=[CH:28][CH:29]=3)=[N:16][C:17]([C:20]([F:23])([F:21])[F:22])=[CH:18][CH:19]=2)=[O:11])[CH:6]=[CH:7][CH:8]=1. (3) Given the reactants Br[C:2]1[C:3]([O:31][CH3:32])=[C:4]([C:16]2[CH:24]=[C:23]3[C:19]([C:20]([CH2:25][NH:26][S:27]([CH3:30])(=[O:29])=[O:28])=[CH:21][CH2:22]3)=[CH:18][CH:17]=2)[CH:5]=[C:6]([N:8]2[CH:13]=[CH:12][C:11](=[O:14])[NH:10][C:9]2=[O:15])[CH:7]=1.[O:33]1[CH:37]=[CH:36][C:35](B(O)O)=[CH:34]1, predict the reaction product. The product is: [O:15]=[C:9]1[NH:10][C:11](=[O:14])[CH:12]=[CH:13][N:8]1[C:6]1[CH:7]=[C:2]([C:35]2[CH:36]=[CH:37][O:33][CH:34]=2)[C:3]([O:31][CH3:32])=[C:4]([C:16]2[CH:24]=[C:23]3[C:19]([C:20]([CH2:25][NH:26][S:27]([CH3:30])(=[O:29])=[O:28])=[CH:21][CH2:22]3)=[CH:18][CH:17]=2)[CH:5]=1. (4) Given the reactants Cl[C:2]1[N:3]=[C:4]([OH:12])[C:5]2[CH:11]=[CH:10][N:9]=[CH:8][C:6]=2[N:7]=1.[F:13][C:14]([F:24])([F:23])[C:15]1[CH:20]=[CH:19][CH:18]=[CH:17][C:16]=1[CH2:21][OH:22], predict the reaction product. The product is: [F:13][C:14]([F:23])([F:24])[C:15]1[CH:20]=[CH:19][CH:18]=[CH:17][C:16]=1[CH2:21][O:22][C:2]1[N:3]=[C:4]([OH:12])[C:5]2[CH:11]=[CH:10][N:9]=[CH:8][C:6]=2[N:7]=1. (5) The product is: [CH3:10][N:11]([CH2:21][CH2:22][O:23][C:2]1[CH:9]=[CH:8][C:5]([CH:6]=[O:7])=[CH:4][CH:3]=1)[C:12]1[S:13][C:14]2[CH:20]=[CH:19][CH:18]=[CH:17][C:15]=2[N:16]=1. Given the reactants F[C:2]1[CH:9]=[CH:8][C:5]([CH:6]=[O:7])=[CH:4][CH:3]=1.[CH3:10][N:11]([CH2:21][CH2:22][OH:23])[C:12]1[S:13][C:14]2[CH:20]=[CH:19][CH:18]=[CH:17][C:15]=2[N:16]=1.C(=O)([O-])[O-].[K+].[K+].O, predict the reaction product.